The task is: Predict which catalyst facilitates the given reaction.. This data is from Catalyst prediction with 721,799 reactions and 888 catalyst types from USPTO. (1) Reactant: [C:1]([CH:4]1[CH2:8][CH2:7][CH2:6][C:5]1=O)(=O)[CH3:2].[NH2:10][C:11]1[NH:15][N:14]=[C:13]([CH2:16][OH:17])[N:12]=1. Product: [CH3:2][C:1]1[N:15]2[N:14]=[C:13]([CH2:16][OH:17])[N:12]=[C:11]2[N:10]=[C:5]2[CH2:6][CH2:7][CH2:8][C:4]=12. The catalyst class is: 141. (2) Reactant: [CH:1]([C:4]1[C:5]([CH:10]2[CH2:15][C:14](=O)[CH2:13][CH:12]([C:17]3[C:22]([CH:23]([CH3:25])[CH3:24])=[CH:21][CH:20]=[CH:19][N:18]=3)[NH:11]2)=[N:6][CH:7]=[CH:8][CH:9]=1)([CH3:3])[CH3:2].[OH-].[K+].O.NN.C(Cl)Cl. Product: [CH:1]([C:4]1[C:5]([C@H:10]2[CH2:15][CH2:14][CH2:13][C@@H:12]([C:17]3[C:22]([CH:23]([CH3:25])[CH3:24])=[CH:21][CH:20]=[CH:19][N:18]=3)[NH:11]2)=[N:6][CH:7]=[CH:8][CH:9]=1)([CH3:3])[CH3:2]. The catalyst class is: 831. (3) Reactant: Cl.[Cl:2][C:3]1[CH:4]=[CH:5][C:6]([O:15]C)=[C:7]([N:9]2[CH2:14][CH2:13][NH:12][CH2:11][CH2:10]2)[CH:8]=1. Product: [Cl:2][C:3]1[CH:4]=[CH:5][C:6]([OH:15])=[C:7]([N:9]2[CH2:14][CH2:13][NH:12][CH2:11][CH2:10]2)[CH:8]=1. The catalyst class is: 201. (4) Reactant: [C:1]([O:5][C:6]([N:8]1[CH2:11][CH:10]([NH2:12])[CH2:9]1)=[O:7])([CH3:4])([CH3:3])[CH3:2].Br[CH2:14][C:15]([O:17][CH2:18][CH3:19])=[O:16].C(=O)([O-])[O-].[K+].[K+]. Product: [CH2:18]([O:17][C:15](=[O:16])[CH2:14][NH:12][CH:10]1[CH2:11][N:8]([C:6]([O:5][C:1]([CH3:4])([CH3:2])[CH3:3])=[O:7])[CH2:9]1)[CH3:19]. The catalyst class is: 23. (5) Reactant: [CH3:1][NH:2][C:3]([C:5]1[C:10]([O:11][C:12]2[CH:17]=[CH:16][CH:15]=[C:14]([NH2:18])[C:13]=2[CH3:19])=[CH:9][C:8](=[O:20])[N:7]([CH3:21])[C:6]=1[NH:22][C:23]1[CH:28]=[CH:27][C:26]([I:29])=[CH:25][C:24]=1[F:30])=[O:4].N1C=CC=CC=1.[CH2:37]([S:39](Cl)(=[O:41])=[O:40])[CH3:38].C(OCC)(=O)C. Product: [CH3:1][NH:2][C:3]([C:5]1[C:10]([O:11][C:12]2[CH:17]=[CH:16][CH:15]=[C:14]([NH:18][S:39]([CH2:37][CH3:38])(=[O:41])=[O:40])[C:13]=2[CH3:19])=[CH:9][C:8](=[O:20])[N:7]([CH3:21])[C:6]=1[NH:22][C:23]1[CH:28]=[CH:27][C:26]([I:29])=[CH:25][C:24]=1[F:30])=[O:4]. The catalyst class is: 46. (6) Reactant: [CH:1]1([C:4](Cl)=[O:5])[CH2:3][CH2:2]1.C(N(CC)CC)C.[NH2:14][C:15]1[C:16](=[O:27])[O:17][C:18]([C:21]2[CH:22]=[N:23][CH:24]=[CH:25][CH:26]=2)=[CH:19][CH:20]=1. Product: [NH2:14][C:15]1[C:16](=[O:27])[O:17][C:18]([C:21]2[CH:22]=[N:23][CH:24]=[CH:25][CH:26]=2)=[CH:19][CH:20]=1.[O:27]=[C:16]1[C:15]([NH:14][C:4]([CH:1]2[CH2:3][CH2:2]2)=[O:5])=[CH:20][CH:19]=[C:18]([C:21]2[CH:22]=[N:23][CH:24]=[CH:25][CH:26]=2)[O:17]1. The catalyst class is: 1.